From a dataset of Full USPTO retrosynthesis dataset with 1.9M reactions from patents (1976-2016). Predict the reactants needed to synthesize the given product. Given the product [C:1]([O:5][C:6]([N:8]1[CH2:9][CH2:10][C:11]([N:18]([C:19]2[CH:24]=[CH:23][CH:22]=[C:21]([NH:25][C:26]([C:33]3[CH:38]=[CH:37][CH:36]=[CH:35][CH:34]=3)([C:27]3[CH:28]=[CH:29][CH:30]=[CH:31][CH:32]=3)[C:39]3[CH:44]=[CH:43][CH:42]=[CH:41][CH:40]=3)[CH:20]=2)[C:57]([C:53]2[O:52][CH:56]=[CH:55][CH:54]=2)=[O:58])([C:14]([O:16][CH3:17])=[O:15])[CH2:12][CH2:13]1)=[O:7])([CH3:4])([CH3:2])[CH3:3], predict the reactants needed to synthesize it. The reactants are: [C:1]([O:5][C:6]([N:8]1[CH2:13][CH2:12][C:11]([NH:18][C:19]2[CH:24]=[CH:23][CH:22]=[C:21]([NH:25][C:26]([C:39]3[CH:44]=[CH:43][CH:42]=[CH:41][CH:40]=3)([C:33]3[CH:38]=[CH:37][CH:36]=[CH:35][CH:34]=3)[C:27]3[CH:32]=[CH:31][CH:30]=[CH:29][CH:28]=3)[CH:20]=2)([C:14]([O:16][CH3:17])=[O:15])[CH2:10][CH2:9]1)=[O:7])([CH3:4])([CH3:3])[CH3:2].C(N(CC)CC)C.[O:52]1[CH:56]=[CH:55][CH:54]=[C:53]1[C:57](Cl)=[O:58].